This data is from Forward reaction prediction with 1.9M reactions from USPTO patents (1976-2016). The task is: Predict the product of the given reaction. (1) Given the reactants [NH2:1][OH:2].Cl.CC(O[Na])=O.[C:9]12[CH:20]=[CH:19][CH:18]=[CH:17][C:16]=1[S:15][C:14]1[C:13](=O)[CH2:12][CH2:11][C:10]2=1, predict the reaction product. The product is: [C:9]12[CH:20]=[CH:19][CH:18]=[CH:17][C:16]=1[S:15][C:14]1/[C:13](=[N:1]\[OH:2])/[CH2:12][CH2:11][C:10]2=1. (2) Given the reactants [CH3:1][N:2]1[C:7](=[O:8])[CH:6]=[CH:5][C:4]([C:9](=[O:28])[CH2:10][CH:11]([C:19]2[CH:27]=[CH:26][C:22]([C:23]([OH:25])=O)=[CH:21][CH:20]=2)[C:12]2[CH:17]=[CH:16][CH:15]=[CH:14][C:13]=2[CH3:18])=[CH:3]1.[CH3:29][S:30]([CH2:33][CH2:34][NH2:35])(=[O:32])=[O:31].F[P-](F)(F)(F)(F)F.N1(O[P+](N(C)C)(N(C)C)N(C)C)C2C=CC=CC=2N=N1, predict the reaction product. The product is: [CH3:1][N:2]1[C:7](=[O:8])[CH:6]=[CH:5][C:4]([C:9](=[O:28])[CH2:10][CH:11]([C:19]2[CH:27]=[CH:26][C:22]([C:23]([NH:35][CH2:34][CH2:33][S:30]([CH3:29])(=[O:32])=[O:31])=[O:25])=[CH:21][CH:20]=2)[C:12]2[CH:17]=[CH:16][CH:15]=[CH:14][C:13]=2[CH3:18])=[CH:3]1. (3) Given the reactants F[C:2]1[CH:9]=[C:8]([N:10]2[C:22]3[CH:21]=[CH:20][CH:19]=[C:18]([C:23]4[CH:24]=[N:25][C:26]5[C:31]([CH:32]=4)=[CH:30][CH:29]=[CH:28][CH:27]=5)[C:17]=3[C:16]3[C:11]2=[CH:12][CH:13]=[CH:14][CH:15]=3)[CH:7]=[CH:6][C:3]=1[C:4]#[N:5].C(=O)([O-])[O-].[K+].[K+].[CH3:39][N:40]1[CH:45]2[CH2:46][CH2:47][CH:41]1[CH2:42][CH:43]([NH2:48])[CH2:44]2.[OH-:49].[Na+].OO, predict the reaction product. The product is: [CH3:39][N:40]1[CH:45]2[CH2:46][CH2:47][CH:41]1[CH2:42][CH:43]([NH:48][C:2]1[CH:9]=[C:8]([N:10]3[C:22]4[CH:21]=[CH:20][CH:19]=[C:18]([C:23]5[CH:24]=[N:25][C:26]6[C:31]([CH:32]=5)=[CH:30][CH:29]=[CH:28][CH:27]=6)[C:17]=4[C:16]4[C:11]3=[CH:12][CH:13]=[CH:14][CH:15]=4)[CH:7]=[CH:6][C:3]=1[C:4]([NH2:5])=[O:49])[CH2:44]2. (4) Given the reactants P(Cl)(Cl)(Cl)=O.[Cl:6][C:7]1[CH:12]=[CH:11][C:10]([C:13]2[C:19]3[CH:20]=[CH:21][CH:22]=[CH:23][C:18]=3[N:17]3[C:24]([CH3:27])=[N:25][N:26]=[C:16]3[CH:15]([CH2:28][C:29]([NH:31][NH:32][C:33]([CH:35]3[CH2:37][CH2:36]3)=O)=[O:30])[CH:14]=2)=[CH:9][CH:8]=1, predict the reaction product. The product is: [Cl:6][C:7]1[CH:8]=[CH:9][C:10]([C:13]2[C:19]3[CH:20]=[CH:21][CH:22]=[CH:23][C:18]=3[N:17]3[C:24]([CH3:27])=[N:25][N:26]=[C:16]3[CH:15]([CH2:28][C:29]3[O:30][C:33]([CH:35]4[CH2:37][CH2:36]4)=[N:32][N:31]=3)[CH:14]=2)=[CH:11][CH:12]=1.